The task is: Predict the reactants needed to synthesize the given product.. This data is from Full USPTO retrosynthesis dataset with 1.9M reactions from patents (1976-2016). (1) The reactants are: [F:1][C:2]1[CH:7]=[CH:6][C:5]([N:8]2[C:12]3([CH2:17][CH2:16][NH:15][CH2:14][CH2:13]3)[C:11](=[O:18])[N:10]([CH2:19][C:20]3[CH:32]=[CH:31][CH:30]=[CH:29][C:21]=3[C:22]([O:24][C:25]([CH3:28])([CH3:27])[CH3:26])=[O:23])[CH2:9]2)=[CH:4][CH:3]=1.[I-].[Na+].C(=O)([O-])[O-].[K+].[K+].Cl[CH2:42][CH2:43][CH2:44][N:45]1[C:53]2[C:48](=[CH:49][CH:50]=[CH:51][CH:52]=2)[CH2:47][C:46]1=[O:54]. Given the product [F:1][C:2]1[CH:7]=[CH:6][C:5]([N:8]2[C:12]3([CH2:13][CH2:14][N:15]([CH2:42][CH2:43][CH2:44][N:45]4[C:53]5[C:48](=[CH:49][CH:50]=[CH:51][CH:52]=5)[CH2:47][C:46]4=[O:54])[CH2:16][CH2:17]3)[C:11](=[O:18])[N:10]([CH2:19][C:20]3[CH:32]=[CH:31][CH:30]=[CH:29][C:21]=3[C:22]([O:24][C:25]([CH3:28])([CH3:26])[CH3:27])=[O:23])[CH2:9]2)=[CH:4][CH:3]=1, predict the reactants needed to synthesize it. (2) Given the product [NH2:1][C:2](=[O:29])[C@@H:3]([NH:12][C:13]([C:15]1([NH:21][C:22](=[O:28])[O:23][C:24]([CH3:27])([CH3:26])[CH3:25])[CH2:20][CH2:19][O:18][CH2:17][CH2:16]1)=[O:14])[CH2:4][C:5]1[CH:10]=[CH:9][C:8]([C:43]2[CH:44]=[CH:45][C:40]([S:37]([N:34]3[CH2:35][CH2:36][N:31]([CH3:30])[CH2:32][CH2:33]3)(=[O:38])=[O:39])=[CH:41][CH:42]=2)=[CH:7][CH:6]=1, predict the reactants needed to synthesize it. The reactants are: [NH2:1][C:2](=[O:29])[C@@H:3]([NH:12][C:13]([C:15]1([NH:21][C:22](=[O:28])[O:23][C:24]([CH3:27])([CH3:26])[CH3:25])[CH2:20][CH2:19][O:18][CH2:17][CH2:16]1)=[O:14])[CH2:4][C:5]1[CH:10]=[CH:9][C:8](I)=[CH:7][CH:6]=1.[CH3:30][N:31]1[CH2:36][CH2:35][N:34]([S:37]([C:40]2[CH:45]=[CH:44][C:43](B3OC(C)(C)C(C)(C)O3)=[CH:42][CH:41]=2)(=[O:39])=[O:38])[CH2:33][CH2:32]1.C(=O)([O-])[O-].[Na+].[Na+]. (3) The reactants are: Cl[C:2]1[CH:7]=[C:6]([Cl:8])[N:5]=[CH:4][N:3]=1.CC[N:11]([CH:15]([CH3:17])[CH3:16])C(C)C.[N:18]1C=CC=C[C:19]=1[CH2:24]N.[OH2:26]. Given the product [Cl:8][C:6]1[N:5]=[CH:4][N:3]=[C:2]([NH:18][CH2:19][C:24]2[O:26][N:11]=[C:15]([CH3:16])[CH:17]=2)[CH:7]=1, predict the reactants needed to synthesize it. (4) Given the product [CH3:1][C:2]1[C:3]([CH2:14][S@:15]([C:16]2[NH:17][C:18]3[CH:24]=[CH:23][CH:22]=[CH:21][C:19]=3[N:20]=2)=[O:27])=[N:4][CH:5]=[CH:6][C:7]=1[O:8][CH2:9][C:10]([F:12])([F:11])[F:13], predict the reactants needed to synthesize it. The reactants are: [CH3:1][C:2]1[C:3]([CH2:14][S:15][C:16]2[NH:20][C:19]3[CH:21]=[CH:22][CH:23]=[CH:24][C:18]=3[N:17]=2)=[N:4][CH:5]=[CH:6][C:7]=1[O:8][CH2:9][C:10]([F:13])([F:12])[F:11].O.C(C(C(C(OCC)=O)O)O)(OCC)=[O:27].C(N(C(C)C)CC)(C)C.[O-]O.C1(C(C)C)C=CC=CC=1. (5) Given the product [S:28]([O-:32])([OH:31])(=[O:30])=[O:29].[C:1]12([C:11]3[CH:27]=[CH:26][C:14]([O:15][CH2:16][C:17]([N:19]4[CH2:24][CH2:23][NH+:22]([CH3:25])[CH2:21][CH2:20]4)=[O:18])=[CH:13][CH:12]=3)[CH2:10][CH:5]3[CH2:6][CH:7]([CH2:9][CH:3]([CH2:4]3)[CH2:2]1)[CH2:8]2, predict the reactants needed to synthesize it. The reactants are: [C:1]12([C:11]3[CH:27]=[CH:26][C:14]([O:15][CH2:16][C:17]([N:19]4[CH2:24][CH2:23][N:22]([CH3:25])[CH2:21][CH2:20]4)=[O:18])=[CH:13][CH:12]=3)[CH2:10][CH:5]3[CH2:6][CH:7]([CH2:9][CH:3]([CH2:4]3)[CH2:2]1)[CH2:8]2.[S:28](=[O:32])(=[O:31])([OH:30])[OH:29]. (6) Given the product [C:1]([C:3]1[CH:4]=[C:5]([C:18]2[CH:19]=[C:20]([CH:25]=[CH:26][N:27]=2)[C:21]([OH:23])=[O:22])[CH:6]=[CH:7][C:8]=1[S:9][CH2:10][CH:11]([CH3:13])[CH3:12])#[N:2], predict the reactants needed to synthesize it. The reactants are: [C:1]([C:3]1[CH:4]=[C:5](B(O)O)[CH:6]=[CH:7][C:8]=1[S:9][CH2:10][CH:11]([CH3:13])[CH3:12])#[N:2].Cl[C:18]1[CH:19]=[C:20]([CH:25]=[CH:26][N:27]=1)[C:21]([O:23]C)=[O:22]. (7) Given the product [Cl:28][C:22]1[C:23]([Cl:27])=[CH:24][CH:25]=[CH:26][C:21]=1[S:18]([CH2:17][NH:16][CH2:15][CH2:14][CH2:13][C:12]([NH:11][CH2:10][CH2:9][C:6]1[CH:5]=[CH:4][C:3]([C:1]2[NH:33][CH2:32][CH2:31][N:2]=2)=[CH:8][CH:7]=1)=[O:29])(=[O:20])=[O:19], predict the reactants needed to synthesize it. The reactants are: [C:1]([C:3]1[CH:8]=[CH:7][C:6]([CH2:9][CH2:10][NH:11][C:12](=[O:29])[CH2:13][CH2:14][CH2:15][NH:16][CH2:17][S:18]([C:21]2[CH:26]=[CH:25][CH:24]=[C:23]([Cl:27])[C:22]=2[Cl:28])(=[O:20])=[O:19])=[CH:5][CH:4]=1)#[N:2].[S].[CH2:31](N)[CH2:32][NH2:33].